From a dataset of Full USPTO retrosynthesis dataset with 1.9M reactions from patents (1976-2016). Predict the reactants needed to synthesize the given product. Given the product [CH3:1][O:2][C:3]1[CH:10]=[CH:9][C:6]([CH2:7][N:17]2[C:16]3[CH:15]=[CH:14][CH:13]=[C:12]([OH:11])[C:20]=3[N:19]=[N:18]2)=[CH:5][CH:4]=1, predict the reactants needed to synthesize it. The reactants are: [CH3:1][O:2][C:3]1[CH:10]=[CH:9][C:6]([CH2:7]Br)=[CH:5][CH:4]=1.[OH:11][C:12]1[C:20]2[N:19]=[N:18][NH:17][C:16]=2[CH:15]=[CH:14][CH:13]=1.C(=O)([O-])[O-].[Cs+].[Cs+].[Cl-].[NH4+].